From a dataset of Human Reference Interactome with 51,813 positive PPI pairs across 8,248 proteins, plus equal number of experimentally-validated negative pairs. Binary Classification. Given two protein amino acid sequences, predict whether they physically interact or not. (1) Protein 1 (ENSG00000270170) has sequence MVLRRLLAALLHSPQLVERLSESRPIRRAAQLTAFALLQAQLRGQDAARRLQDLAAGPVGSLCRRAERFRDAFTQELRRGLRGRSGPPPGSQRGPGANI*. Protein 2 (ENSG00000105205) has sequence MSLLPVPYTEAASLSTGSTVTIKGRPLACFLNEPYLQVDFHTEMKEESDIVFHFQVCFGRRVVMNSREYGAWKQQVESKNMPFQDGQEFELSISVLPDKYQVMVNGQSSYTFDHRIKPEAVKMVQVWRDISLTKFNVSYLKR*. Result: 0 (the proteins do not interact). (2) Protein 1 (ENSG00000176293) has sequence MTPGVRVSTDPEQVTFEDVVVGFSQEEWGQLKPAQRTLYRDVMLDTFRLLVSVGHWLPKPNVISLLEQEAELWAVESRLPQGVYPDLETRPKVKLSVLKQGISEEISNSVILVERFLWDGLWYCRGEDTEGHWEWSCESLESLAVPVAFTPVKTPVLEQWQRNGFGENISLNPDLPHQPMTPERQSPHTWGTRGKREKPDLNVLQKTCVKEKPYKCQECGKAFSHSSALIEHHRTHTGERPYECHECLKGFRNSSALTKHQRIHTGEKPYKCTQCGRTFNQIAPLIQHQRTHTGEKPYEC.... Protein 2 (ENSG00000139651) has sequence MAQASLLACEGLAGVSLVPTAASKKMMLSQIASKQAENGERAGSPDVLRCSSQGHRKDSDKSRSRKDDDSLSEASHSKKTVKKVVVVEQNGSFQVKIPKNFVCEHCFGAFRSSYHLKRHILIHTGEKPFECDICDMRFIQKYHLERHKRVHSGEKPYQCERCHQCFSRTDRLLRHKRMCQGCQSKTSDGQFSL*. Result: 0 (the proteins do not interact). (3) Protein 1 (ENSG00000206013) has sequence MDTAYPREDTRAPTPSKAGAHTALTLGAPHPPPRDHLIWSVFSTLYLNLCCLGFLALAYSIKARDQKVVGDLEAARRFGSKAKCYNILAAMWTLVPPLLLLGLVVTGALHLARLAKDSAAFFSTKFDDADYD*. Protein 2 (ENSG00000143756) has sequence MAAAAEERMAEEGGGGQGDGGSSLASGSTQRQPPPPAPQHPQPGSQALPAPALAPDQLPQNNTLVALPIVAIENILSFMSYDEISQLRLVCKRMDLVCQRMLNQGFLKVERYHNLCQKQVKAQLPRRESERRNHSLARHADILAAVETRLSLLNMTFMKYVDSNLCCFIPGKVIDEIYRVLRYVNSTRAPQRAHEVLQELRDISSMAMEYFDEKIVPILKRKLPGSDVSGRLMGSPPVPGPSAALTTMQLFSKQNPSRQEVTKLQQQVKTNGAGVTVLRREISELRTKVQEQQKQLQDQD.... Result: 0 (the proteins do not interact). (4) Protein 2 (ENSG00000149273) has sequence MAVQISKKRKFVADGIFKAELNEFLTRELAEDGYSGVEVRVTPTRTEIIILATRTQNVLGEKGRRIRELTAVVQKRFGFPEGSVELKIMVMVTGYPLLPLKLYAEKVATRGLCAIAQAESLRYKLLGGLAVRRACYGVLRFIMESGAKGCEVVVSGKLRGQRAKSMKFVDGLMIHSGDPVNYYVDTAVRHVLLRQGVLGIKVKIMLPWDPTGKIGPKKPLPDHVSIVEPKDEILPTTPISEQKGGKPEPPAMPQPVPTA*MESGAKGCEVVVSGKLRGQRAKSMKFVDGLMIHSGDPVNY.... Protein 1 (ENSG00000174279) has sequence MMERIRKEMILMERGLHSPTAGKRFSNLSNSAGNAVLEALENSQHPARLSPRLPSAPLHSALGELPAKGKFEIDTLFNLQHTGSESTVSSEISSAAESRKKPGHYSEAAAEADMSSDVEVGCSALRSPGGLGAAQLKENNGKGYAESGSAAGTTTSASGSGLGSLHGGSGGSGGSAALGGSGSGADQVRRYRTAFTREQIARLEKEFYRENYVSRPRRCELAAALNLPETTIKVWFQNRRMKDKRQRLAMSWPHPADPSFYTYMMTHAAATGSLPYPFHSHVPLHYYPHVGVTAAAAAAA.... Result: 0 (the proteins do not interact). (5) Protein 1 (ENSG00000187109) has sequence MADIDNKEQSELDQDLDDVEEVEEEETGEETKLKARQLTVQMMQNPQILAALQERLDGLVETPTGYIESLPRVVKRRVNALKNLQVKCAQIEAKFYEEVHDLERKYAVLYQPLFDKRFEIINAIYEPTEEECEWKPDEEDEISEELKEKAKIEDEKKDEEKEDPKGIPEFWLTVFKNVDLLSDMVQEHDEPILKHLKDIKVKFSDAGQPMSFVLEFHFEPNEYFTNEVLTKTYRMRSEPDDSDPFSFDGPEIMGCTGCQIDWKKGKNVTLKTIKKKQKHKGRGTVRTVTKTVSNDSFFNF.... Protein 2 (ENSG00000166478) has sequence MLLAQINRDSQGMTEFPGGGMEAQHVTLCLTEAVTVADGDNLENMEGVSLQAVTLADGSTAYIQHNSKDAKLIDGQVIQLEDGSAAYVQHVPIPKSNSYDQSALQAVQLEDGTTAYIHHAVQVPQSDTILAIQADGTVAGLHTGDATIDPDTISALEQYAAKVSIDGSESVAGTGMIGENEQEKKMQIVLQGHATRVTAKSQQSGEKAFRCEYDGCGKLYTTAHHLKVHERSHTGDRPYQCEHAGCGKAFATGYGLKSHVRTHTGEKPYRCSEDNCTKSFKTSGDLQKHIRTHTGERPFK.... Result: 0 (the proteins do not interact). (6) Protein 1 (ENSG00000003402) has sequence MSAEVIHQVEEALDTDEKEMLLFLCRDVAIDVVPPNVRDLLDILRERGKLSVGDLAELLYRVRRFDLLKRILKMDRKAVETHLLRNPHLVSDYRVLMAEIGEDLDKSDVSSLIFLMKDYMGRGKISKEKSFLDLVVELEKLNLVAPDQLDLLEKCLKNIHRIDLKTKIQKYKQSVQGAGTSYRNVLQAAIQKSLKDPSNNFRLHNGRSKEQRLKEQLGAQQEPVKKSIQESEAFLPQSIPEERYKMKSKPLGICLIIDCIGNETELLRDTFTSLGYEVQKFLHLSMHGISQILGQFACMP.... Protein 2 (ENSG00000176714) has sequence MTDLNKHIKQAQTQRKQLLEESRELHREKLLVQAENRFFLEYLTNKTEEYTEQPEKVWNSYLQKSGEIERRRQESASRYAEQISVLKTALLQKENIQSSLKRKLQAMRDIAILKEKQEKEIQTLQEETKKVQAETASKTREVQAQLLQEKRLLEKQLSEPDRRLLGKRKRRELNMKAQALKLAAKRFIFEYSCGINRENQQFKKELLQLIEQAQKLTATQSHLENRKQQLQQEQWYLESLIQARQRLQGSHNQCLNRQDVPKTTPSLPQGTKSRINPK*MGSRGQGSHSKKTRSMPVILS.... Result: 0 (the proteins do not interact). (7) Protein 1 (ENSG00000143502) has sequence MYHGMNPSNGDGFLEQQQQQQQPQSPQRLLAVILWFQLALCFGPAQLTGGFDDLQVCADPGIPENGFRTPSGGVFFEGSVARFHCQDGFKLKGATKRLCLKHFNGTLGWIPSDNSICVQEDCRIPQIEDAEIHNKTYRHGEKLIITCHEGFKIRYPDLHNMVSLCRDDGTWNNLPICQGCLRPLASSNGYVNISELQTSFPVGTVISYRCFPGFKLDGSAYLECLQNLIWSSSPPRCLALEVCPLPPMVSHGDFVCHPRPCERYNHGTVVEFYCDPGYSLTSDYKYITCQYGEWFPSYQV.... Protein 2 (ENSG00000154380) has sequence MSEQSICQARAAVMVYDDANKKWVPAGGSTGFSRVHIYHHTGNNTFRVVGRKIQDHQVVINCAIPKGLKYNQATQTFHQWRDARQVYGLNFGSKEDANVFASAMMHALEVLNSQETAQSKVTATQDSTNLRCIFCGPTLPRQNSQLPAQVQNGPSQEELEIQRRQLQEQQRQKELERERLERERMERERLERERLERERLERERLEQEQLEREMSEQSICQARAAVMVYDDANKKWVPAGGSTGFSRVHIYHHTGNNTFRVVGRKIQDHQVVINCAIPKGLKYNQATQTFHQWRDARQVY.... Result: 0 (the proteins do not interact). (8) Protein 1 (ENSG00000173960) has sequence MKDVDNLKSIKEEWVCETGSDNQPLGNNQQSNCEYFVDSLFEEAQKVSSKCVSPAEQKKQVDVNIKLWKNGFTVNDDFRSYSDGASQQFLNSIKKGELPSELQGIFDKEEVDVKVEDKKNEICLSTKPVFQPFSGQGHRLGSATPKIVSKAKNIEVENKNNLSAVPLNNLEPITNIQIWLANGKRIVQKFNITHRVSHIKDFIEKYQGSQRSPPFSLATALPVLRLLDETLTLEEADLQNAVIIQRLQKTASFRELSEH*. Protein 2 (ENSG00000188375) has sequence MARTKQTARKSTGGKAPRKQLATKAARKSTPSTCGVKPHRYRPGTVALREIRRYQKSTELLIRKLPFQRLVREIAQDFNTDLRFQSAAVGALQEASEAYLVGLLEDTNLCAIHAKRVTIMPKDIQLARRIRGERA*. Result: 0 (the proteins do not interact). (9) Protein 1 (ENSG00000160305) has sequence MADRGCPLEAAPLPAEVRESLAELELELSEGDITQKGYEKKRAKLLARYIPLIQGIDPSLQAENRIPGPSQTTAAAPKQQKSRPTASRDERFRSDVHTEAVQAALAKYKERKMPMPSKRRSVLVHSSVETYTPPDTSSASEDEGSLRRPGRLTSTPLQSHSSVEPWLDRVIQGSSTSSSASSTSSHPGGRPTTAPSAAATPGAAATTALAGLEAHTHIDLHSAPPDVTTGLVEHSYFERPQVASVRSVPRGCSGSMLETADGVPVNSRVSSKIQQLLNTLKRPKRPPLKEFFVDDFEELL.... Protein 2 (ENSG00000023330) has sequence MESVVRRCPFLSRVPQAFLQKAGKSLLFYAQNCPKMMEVGAKPAPRALSTAAVHYQQIKETPPASEKDKTAKAKVQQTPDGSQQSPDGTQLPSGHPLPATSQGTASKCPFLAAQMNQRGSSVFCKASLELQEDVQEMNAVRKEVAETSAGPSVVSVKTDGGDPSGLLKNFQDIMQKQRPERVSHLLQDNLPKSVSTFQYDRFFEKKIDEKKNDHTYRVFKTVNRRAHIFPMADDYSDSLITKKQVSVWCSNDYLGMSRHPRVCGAVMDTLKQHGAGAGGTRNISGTSKFHVDLERELADL.... Result: 0 (the proteins do not interact). (10) Protein 1 (ENSG00000137965) has sequence MAVTTRLTWLHEKILQNHFGGKRLSLLYKGSVHGFRNGVLLDRCCNQGPTLTVIYSEDHIIGAYAEESYQEGKYASIILFALQDTKISEWKLGLCTPETLFCCDVTKYNSPTNFQIDGRNRKVIMDLKTMENLGLAQNCTISIQDYEVFRCEDSLDERKIKGVIELRKSLLSALRTYEPYGSLVQQIRILLLGPIGAGKSSFFNSVRSVFQGHVTHQALVGTNTTGISEKYRTYSIRDGKDGKYLPFILCDSLGLSEKEGGLCRDDIFYILNGNIRDRYQFNPMESIKLNHHDYIDSPSL.... Protein 2 (ENSG00000164106) has sequence MKLMVLVFTIGLTLLLGVQAMPANRLSCYRKILKDHNCHNLPEGVADLTQIDVNVQDHFWDGKGCEMICYCNFSELLCCPKDVFFGPKISFVIPCNNQ*MKLMVLVFTIGLTLLLGVQAMPANRLSCYRKILKDHNCHNLPEGVADLTQIDVNVQDHFWDGKGCEMICYCNFSELLCCPKCHHIFILLRNL*. Result: 0 (the proteins do not interact).